From a dataset of Full USPTO retrosynthesis dataset with 1.9M reactions from patents (1976-2016). Predict the reactants needed to synthesize the given product. Given the product [Cl:25][C:26]1[C:27]([C:33]([O:35][CH3:36])=[O:34])=[N:28][C:29]([C:5]2[CH:6]=[CH:7][C:2]([Cl:1])=[C:3]([C:11]([NH:13][CH2:14][C:15]34[CH2:24][CH:19]5[CH2:20][CH:21]([CH2:23][CH:17]([CH2:18]5)[CH2:16]3)[CH2:22]4)=[O:12])[CH:4]=2)=[CH:30][CH:31]=1, predict the reactants needed to synthesize it. The reactants are: [Cl:1][C:2]1[CH:7]=[CH:6][C:5](B(O)O)=[CH:4][C:3]=1[C:11]([NH:13][CH2:14][C:15]12[CH2:24][CH:19]3[CH2:20][CH:21]([CH2:23][CH:17]([CH2:18]3)[CH2:16]1)[CH2:22]2)=[O:12].[Cl:25][C:26]1[C:27]([C:33]([O:35][CH3:36])=[O:34])=[N:28][C:29](Cl)=[CH:30][CH:31]=1.C(=O)([O-])[O-].[K+].[K+].O1CCCC1.